This data is from Reaction yield outcomes from USPTO patents with 853,638 reactions. The task is: Predict the reaction yield, written as a fraction of the theoretical maximum amount of product (1.0 means a 100% yield; for example, 0.34 means a 34% yield). (1) The reactants are [O:1]=[C:2]([CH2:10][CH2:11][CH2:12][CH2:13][C:14]1[CH:23]=[CH:22][C:21]2[CH2:20][CH2:19][CH2:18][NH:17][C:16]=2[N:15]=1)[CH2:3]P(=O)(OC)OC.[F:24][C:25]1[CH:26]=[C:27]2[C:32](=[CH:33][C:34]=1[F:35])[N:31]=[CH:30][C:29]([CH:36]=O)=[CH:28]2.[Li+].[Cl-].C1CCN2C(=NCCC2)CC1. The catalyst is CC#N. The product is [F:24][C:25]1[CH:26]=[C:27]2[C:32](=[CH:33][C:34]=1[F:35])[N:31]=[CH:30][C:29](/[CH:36]=[CH:3]/[C:2](=[O:1])[CH2:10][CH2:11][CH2:12][CH2:13][C:14]1[CH:23]=[CH:22][C:21]3[CH2:20][CH2:19][CH2:18][NH:17][C:16]=3[N:15]=1)=[CH:28]2. The yield is 0.840. (2) The reactants are [CH:1]([N:4]1[C:8]([C:9]2[CH:10]=[C:11]([NH2:17])[CH:12]=[CH:13][C:14]=2[O:15][CH3:16])=[CH:7][CH:6]=[N:5]1)([CH3:3])[CH3:2].[F:18][C:19]1[CH:20]=[C:21]([N:26]=[C:27]=[O:28])[CH:22]=[CH:23][C:24]=1[F:25]. The catalyst is C(Cl)Cl. The product is [F:18][C:19]1[CH:20]=[C:21]([NH:26][C:27]([NH:17][C:11]2[CH:12]=[CH:13][C:14]([O:15][CH3:16])=[C:9]([C:8]3[N:4]([CH:1]([CH3:3])[CH3:2])[N:5]=[CH:6][CH:7]=3)[CH:10]=2)=[O:28])[CH:22]=[CH:23][C:24]=1[F:25]. The yield is 0.420. (3) The reactants are C1(P(C2C=CC=CC=2)C2C=CC=CC=2)C=CC=CC=1.Br[C:21]1[N:22]=[C:23]([CH3:27])[N:24]([CH3:26])[CH:25]=1.[CH3:28][N:29]1[CH2:34][CH2:33][N:32]([C:35]2[CH:40]=[CH:39][C:38]([NH:41][C:42]3[N:47]=[CH:46][C:45]4=[CH:48][CH:49]=[C:50](B5OC(C)(C)C(C)(C)O5)[N:44]4[N:43]=3)=[CH:37][CH:36]=2)[CH2:31][CH2:30]1.C(=O)([O-])[O-].[Na+].[Na+].O. The catalyst is O1CCCC1.C(O)C.C([O-])(=O)C.[Pd+2].C([O-])(=O)C. The product is [CH3:26][N:24]1[CH:25]=[C:21]([C:50]2[N:44]3[C:45]([CH:46]=[N:47][C:42]([NH:41][C:38]4[CH:39]=[CH:40][C:35]([N:32]5[CH2:33][CH2:34][N:29]([CH3:28])[CH2:30][CH2:31]5)=[CH:36][CH:37]=4)=[N:43]3)=[CH:48][CH:49]=2)[N:22]=[C:23]1[CH3:27]. The yield is 0.230. (4) The reactants are [Br:1][C:2]1[CH:3]=[CH:4][C:5]2[N:6]([CH:8]=[CH:9][N:10]=2)[CH:7]=1.[I:11]N1C(=O)CCC1=O. The catalyst is CC#N. The product is [Br:1][C:2]1[CH:3]=[CH:4][C:5]2[N:6]([C:8]([I:11])=[CH:9][N:10]=2)[CH:7]=1. The yield is 0.770. (5) The reactants are [Li+].C[Si]([N-][Si](C)(C)C)(C)C.[F:11][C:12]1[CH:19]=[C:18]([C:20]2[O:24][CH:23]=[N:22][CH:21]=2)[CH:17]=[CH:16][C:13]=1[C:14]#[N:15].[Cl:25]C(Cl)(Cl)C(Cl)(Cl)Cl. The catalyst is C1COCC1. The product is [Cl:25][C:23]1[O:24][C:20]([C:18]2[CH:17]=[CH:16][C:13]([C:14]#[N:15])=[C:12]([F:11])[CH:19]=2)=[CH:21][N:22]=1. The yield is 0.700. (6) The reactants are [Cl:1][C:2]1[CH:3]=[N:4][CH:5]=[CH:6][C:7]=1[CH2:8][S:9][C:10]1[N:15]=[C:14]([OH:16])[CH:13]=[C:12]([CH3:17])[N:11]=1.Cl.O1CCOCC1. The yield is 0.910. The catalyst is CO. The product is [ClH:1].[Cl:1][C:2]1[CH:3]=[N:4][CH:5]=[CH:6][C:7]=1[CH2:8][S:9][C:10]1[N:15]=[C:14]([OH:16])[CH:13]=[C:12]([CH3:17])[N:11]=1.